From a dataset of Reaction yield outcomes from USPTO patents with 853,638 reactions. Predict the reaction yield, written as a fraction of the theoretical maximum amount of product (1.0 means a 100% yield; for example, 0.34 means a 34% yield). (1) The reactants are CN1C=C(C2NC3=NC=CC(C4C=CC(C5(NC(C6OC(C(C)(C)C)=NN=6)=O)CC5)=CC=4)=C3N=2)C=N1.Br[C:38]1[CH:43]=[CH:42][N:41]=[C:40]2[NH:44][C:45]([C:47]3[CH:48]=[N:49][N:50]([CH3:52])[CH:51]=3)=[N:46][C:39]=12.[C:53]([C:57]1[CH:85]=[CH:84][C:60]([C:61]([NH:63][CH2:64][C:65]2[CH:70]=[CH:69][C:68](B3OC(C)(C)C(C)(C)O3)=[CH:67][C:66]=2[C:80]([F:83])([F:82])[F:81])=[O:62])=[CH:59][CH:58]=1)([CH3:56])([CH3:55])[CH3:54].P([O-])([O-])([O-])=O.[K+].[K+].[K+].C([O-])(=O)C.[Na+].C(#N)C. No catalyst specified. The product is [C:53]([C:57]1[CH:85]=[CH:84][C:60]([C:61]([NH:63][CH2:64][C:65]2[CH:70]=[CH:69][C:68]([C:38]3[CH:43]=[CH:42][N:41]=[C:40]4[NH:44][C:45]([C:47]5[CH:48]=[N:49][N:50]([CH3:52])[CH:51]=5)=[N:46][C:39]=34)=[CH:67][C:66]=2[C:80]([F:83])([F:82])[F:81])=[O:62])=[CH:59][CH:58]=1)([CH3:56])([CH3:54])[CH3:55]. The yield is 0.430. (2) The product is [ClH:49].[C:32]([NH:31][CH2:30][CH:29]([N:26]1[CH2:27][CH2:28][N:23]([C:21](=[O:22])[CH:20]([NH:19][C:18]([CH:17]2[CH2:16][C:15]3[C:10](=[CH:11][CH:12]=[CH:13][CH:14]=3)[CH2:9][NH:8]2)=[O:50])[CH2:42][C:43]2[CH:48]=[CH:47][C:46]([Cl:49])=[CH:45][CH:44]=2)[CH2:24][CH2:25]1)[C:35]1[CH:40]=[CH:39][CH:38]=[CH:37][C:36]=1[F:41])(=[O:34])[CH3:33]. The reactants are C(OC([N:8]1[CH:17]([C:18](=[O:50])[NH:19][CH:20]([CH2:42][C:43]2[CH:48]=[CH:47][C:46]([Cl:49])=[CH:45][CH:44]=2)[C:21]([N:23]2[CH2:28][CH2:27][N:26]([CH:29]([C:35]3[CH:40]=[CH:39][CH:38]=[CH:37][C:36]=3[F:41])[CH2:30][NH:31][C:32](=[O:34])[CH3:33])[CH2:25][CH2:24]2)=[O:22])[CH2:16][C:15]2[C:10](=[CH:11][CH:12]=[CH:13][CH:14]=2)[CH2:9]1)=O)(C)(C)C.F[P-](F)(F)(F)(F)F.N1(OC(N(C)C)=[N+](C)C)C2N=CC=CC=2N=N1.C(N(CC)C(C)C)(C)C. No catalyst specified. The yield is 0.520. (3) The reactants are [C:1]([O:9]CC)(=O)[CH2:2][C:3]([O:5][CH2:6][CH3:7])=[O:4].[H-].[Na+].[H][H].[CH2:16]([N:23]1[C:28]2[CH:29]=[CH:30][C:31]([Cl:33])=[CH:32][C:27]=2[C:26](=O)[O:25]C1=O)[C:17]1[CH:22]=[CH:21][CH:20]=[CH:19][CH:18]=1.Cl. The catalyst is CC(N(C)C)=O. The product is [CH2:6]([O:5][C:3]([C:2]1[C:1](=[O:9])[N:23]([CH2:16][C:17]2[CH:18]=[CH:19][CH:20]=[CH:21][CH:22]=2)[C:28]2[C:27]([C:26]=1[OH:25])=[CH:32][C:31]([Cl:33])=[CH:30][CH:29]=2)=[O:4])[CH3:7]. The yield is 0.860.